This data is from Forward reaction prediction with 1.9M reactions from USPTO patents (1976-2016). The task is: Predict the product of the given reaction. (1) Given the reactants [F:1][C:2]1[CH:7]=[CH:6][C:5]([C:8]2[C:17]3[CH2:16][N:15]([C:18]([O:20][CH2:21][CH2:22][Si:23]([CH3:26])([CH3:25])[CH3:24])=[O:19])[CH2:14][C:13]([CH3:28])([CH3:27])[C:12]=3[N:11]=[C:10]([CH:29]([CH3:31])[CH3:30])[C:9]=2[CH:32]=[O:33])=[CH:4][CH:3]=1.C[Si]([C:38]#[N:39])(C)C.CO.Cl, predict the reaction product. The product is: [C:38]([CH:32]([OH:33])[C:9]1[C:10]([CH:29]([CH3:30])[CH3:31])=[N:11][C:12]2[C:13]([CH3:28])([CH3:27])[CH2:14][N:15]([C:18]([O:20][CH2:21][CH2:22][Si:23]([CH3:24])([CH3:25])[CH3:26])=[O:19])[CH2:16][C:17]=2[C:8]=1[C:5]1[CH:6]=[CH:7][C:2]([F:1])=[CH:3][CH:4]=1)#[N:39]. (2) Given the reactants [Cl:1][C:2]1[C:7]([Cl:8])=[CH:6][CH:5]=[CH:4][C:3]=1[N:9]1[C:13]([NH2:14])=[C:12]2[CH2:15][CH2:16][CH2:17][C:11]2=[N:10]1.[CH3:18][C:19]1[N:27]=[CH:26][CH:25]=[CH:24][C:20]=1[C:21](O)=[O:22].F[P-](F)(F)(F)(F)F.N1(OC(N(C)C)=[N+](C)C)C2N=CC=CC=2N=N1.C(N(CC)CC)C, predict the reaction product. The product is: [Cl:1][C:2]1[C:7]([Cl:8])=[CH:6][CH:5]=[CH:4][C:3]=1[N:9]1[C:13]([NH:14][C:21](=[O:22])[C:20]2[CH:24]=[CH:25][CH:26]=[N:27][C:19]=2[CH3:18])=[C:12]2[CH2:15][CH2:16][CH2:17][C:11]2=[N:10]1. (3) Given the reactants [Cl:1][C:2]1[CH:3]=[C:4]([CH:14]=[CH:15][C:16]=1[Cl:17])[CH2:5][N:6]1[CH2:11][CH2:10][O:9][CH:8]([CH2:12][NH2:13])[CH2:7]1.[Cl:18][C:19]1[CH:24]=[CH:23][CH:22]=[CH:21][C:20]=1[CH2:25][C:26](O)=[O:27], predict the reaction product. The product is: [Cl:18][C:19]1[CH:24]=[CH:23][CH:22]=[CH:21][C:20]=1[CH2:25][C:26]([NH:13][CH2:12][CH:8]1[O:9][CH2:10][CH2:11][N:6]([CH2:5][C:4]2[CH:14]=[CH:15][C:16]([Cl:17])=[C:2]([Cl:1])[CH:3]=2)[CH2:7]1)=[O:27]. (4) Given the reactants Cl[CH2:2][CH2:3][O:4][C:5]1[CH:10]=[CH:9][CH:8]=[CH:7][C:6]=1[C:11]1([NH:14][C:15]2[C:16](=[O:35])[N:17]([C:21]3[C:22]([CH3:34])=[CH:23][C:24]([F:33])=[C:25]([CH:32]=3)[C:26]([NH:28][CH:29]3[CH2:31][CH2:30]3)=[O:27])[CH:18]=[CH:19][N:20]=2)[CH2:13][CH2:12]1.[CH3:36][NH2:37].[I-].[K+], predict the reaction product. The product is: [CH:29]1([NH:28][C:26](=[O:27])[C:25]2[CH:32]=[C:21]([N:17]3[CH:18]=[CH:19][N:20]=[C:15]([NH:14][C:11]4([C:6]5[CH:7]=[CH:8][CH:9]=[CH:10][C:5]=5[O:4][CH2:3][CH2:2][NH:37][CH3:36])[CH2:13][CH2:12]4)[C:16]3=[O:35])[C:22]([CH3:34])=[CH:23][C:24]=2[F:33])[CH2:31][CH2:30]1. (5) Given the reactants [I:1][C:2]1[N:3]=[CH:4][N:5]([CH2:7][CH2:8][C:9]([NH:12]C(=O)OC(C)(C)C)([CH3:11])[CH3:10])[CH:6]=1.C(O)(C(F)(F)F)=O, predict the reaction product. The product is: [I:1][C:2]1[N:3]=[CH:4][N:5]([CH2:7][CH2:8][C:9]([NH2:12])([CH3:10])[CH3:11])[CH:6]=1. (6) Given the reactants [F:1][C:2]1[C:3]([F:53])=[CH:4][C:5]2[C:10]3[C:11]4[C:50](=[O:51])[NH:49][C:48](=[O:52])[C:12]=4[C:13]4[C:14]5[C:19]([N:20]([C@@H:22]6[O:43][C@H:42]([CH2:44][OH:45])[CH2:41][C@H:32]([O:33][CH2:34][C:35]7[CH:40]=[CH:39][CH:38]=[CH:37][CH:36]=7)[C@H:23]6[O:24][CH2:25][C:26]6[CH:31]=[CH:30][CH:29]=[CH:28][CH:27]=6)[C:21]=4[C:9]=3[NH:8][C:6]=2[CH:7]=1)=[CH:18][C:17]([F:46])=[C:16]([F:47])[CH:15]=5.C(N(CC)CC)C.CS(Cl)(=O)=O.[Na+].[I-:67], predict the reaction product. The product is: [F:1][C:2]1[C:3]([F:53])=[CH:4][C:5]2[C:10]3[C:11]4[C:50](=[O:51])[NH:49][C:48](=[O:52])[C:12]=4[C:13]4[C:14]5[C:19]([N:20]([C@@H:22]6[O:43][C@H:42]([CH:44]([I:67])[OH:45])[CH2:41][C@H:32]([O:33][CH2:34][C:35]7[CH:36]=[CH:37][CH:38]=[CH:39][CH:40]=7)[C@H:23]6[O:24][CH2:25][C:26]6[CH:31]=[CH:30][CH:29]=[CH:28][CH:27]=6)[C:21]=4[C:9]=3[NH:8][C:6]=2[CH:7]=1)=[CH:18][C:17]([F:46])=[C:16]([F:47])[CH:15]=5. (7) Given the reactants [CH3:1][O:2][C:3](=[O:21])[CH2:4][CH2:5][C:6]1[CH:11]=[CH:10][C:9]([OH:12])=[CH:8][C:7]=1[CH2:13][NH:14][C:15]([O:17][CH:18]([CH3:20])[CH3:19])=[O:16].[C:22]1([C:47]2[CH:52]=[CH:51][CH:50]=[CH:49][CH:48]=2)[CH:27]=[CH:26][C:25]([C:28]2[O:29][C:30]([CH3:46])=[C:31]([CH2:33][CH2:34]OS(C3C=CC(C)=CC=3)(=O)=O)[N:32]=2)=[CH:24][CH:23]=1, predict the reaction product. The product is: [CH3:1][O:2][C:3](=[O:21])[CH2:4][CH2:5][C:6]1[CH:11]=[CH:10][C:9]([O:12][CH2:34][CH2:33][C:31]2[N:32]=[C:28]([C:25]3[CH:26]=[CH:27][C:22]([C:47]4[CH:52]=[CH:51][CH:50]=[CH:49][CH:48]=4)=[CH:23][CH:24]=3)[O:29][C:30]=2[CH3:46])=[CH:8][C:7]=1[CH2:13][NH:14][C:15]([O:17][CH:18]([CH3:19])[CH3:20])=[O:16].